From a dataset of Forward reaction prediction with 1.9M reactions from USPTO patents (1976-2016). Predict the product of the given reaction. (1) Given the reactants [CH:1]1[C:10]2[C:5](=[CH:6][C:7]([C:11]3[S:15][C:14]([NH:16][C:17](=O)OC(C)(C)C)=[N:13][CH:12]=3)=[CH:8][CH:9]=2)[CH:4]=[N:3][N:2]=1.C([O-])([O-])=O.[Cs+].[Cs+].[F:30][C:31]([F:55])([F:54])[C:32]1[CH:53]=[CH:52][C:35]([CH2:36][CH:37]2C[N:38]2S(C2C=CC([N+]([O-])=O)=CC=2)(=O)=O)=[CH:34][CH:33]=1.C([O-])([O-])=O.[K+].[K+].SC(O)C, predict the reaction product. The product is: [NH2:38][C@@H:37]([CH2:36][C:35]1[CH:34]=[CH:33][C:32]([C:31]([F:30])([F:54])[F:55])=[CH:53][CH:52]=1)[CH2:17][NH:16][C:14]1[S:15][C:11]([C:7]2[CH:6]=[C:5]3[C:10](=[CH:9][CH:8]=2)[CH:1]=[N:2][N:3]=[CH:4]3)=[CH:12][N:13]=1. (2) Given the reactants [NH2:1][CH2:2][C:3]1[N:8]=[CH:7][C:6]([CH:9]([C:17]2[CH:22]=[CH:21][CH:20]=[CH:19][CH:18]=2)[C:10]([CH3:16])([CH3:15])[C:11]([O:13][CH3:14])=[O:12])=[CH:5][CH:4]=1.[C:23](=O)([O-])[O-:24].[K+].[K+].C(OCC)(=O)C, predict the reaction product. The product is: [CH:23]([NH:1][CH2:2][C:3]1[N:8]=[CH:7][C:6]([CH:9]([C:17]2[CH:18]=[CH:19][CH:20]=[CH:21][CH:22]=2)[C:10]([CH3:16])([CH3:15])[C:11]([O:13][CH3:14])=[O:12])=[CH:5][CH:4]=1)=[O:24]. (3) Given the reactants [F:1][C:2]1[CH:3]=[C:4]([C:9]2[CH:14]=[CH:13][C:12]([C:15]([F:18])([F:17])[F:16])=[C:11]([F:19])[CH:10]=2)[CH:5]=[CH:6][C:7]=1[NH2:8].[Br:20]Br, predict the reaction product. The product is: [Br:20][C:6]1[CH:5]=[C:4]([C:9]2[CH:14]=[CH:13][C:12]([C:15]([F:16])([F:17])[F:18])=[C:11]([F:19])[CH:10]=2)[CH:3]=[C:2]([F:1])[C:7]=1[NH2:8]. (4) Given the reactants FC(F)(F)C(O)=O.C(OC([NH:15][C:16]1[C:21]2[C:22](=[O:32])[C:23]3[S:31][CH:30]=[CH:29][C:24]=3[CH2:25][S:26](=[O:28])(=[O:27])[C:20]=2[CH:19]=[CH:18][CH:17]=1)=O)(C)(C)C.O.[OH-].[Na+], predict the reaction product. The product is: [NH2:15][C:16]1[C:21]2[C:22](=[O:32])[C:23]3[S:31][CH:30]=[CH:29][C:24]=3[CH2:25][S:26](=[O:28])(=[O:27])[C:20]=2[CH:19]=[CH:18][CH:17]=1. (5) Given the reactants [CH3:1][NH:2][NH2:3].[CH3:4][O:5][C:6](=[O:20])[CH:7]([C:17](=O)[CH3:18])[C:8](=O)[CH2:9][C:10]1[CH:15]=[CH:14][CH:13]=[CH:12][CH:11]=1, predict the reaction product. The product is: [CH3:4][O:5][C:6]([C:7]1[C:17]([CH3:18])=[N:3][N:2]([CH3:1])[C:8]=1[CH2:9][C:10]1[CH:15]=[CH:14][CH:13]=[CH:12][CH:11]=1)=[O:20].[CH3:4][O:5][C:6]([C:7]1[C:8]([CH2:9][C:10]2[CH:15]=[CH:14][CH:13]=[CH:12][CH:11]=2)=[N:3][N:2]([CH3:1])[C:17]=1[CH3:18])=[O:20]. (6) Given the reactants [CH3:1][N:2]([CH3:30])[CH2:3][CH2:4][O:5][C:6]1[CH:7]=[C:8]2[C:14]([C:15]3[CH:20]=[CH:19][N:18]=[C:17]([NH2:21])[N:16]=3)=[CH:13][N:12](COCC[Si](C)(C)C)[C:9]2=[N:10][CH:11]=1.Cl, predict the reaction product. The product is: [CH3:1][N:2]([CH3:30])[CH2:3][CH2:4][O:5][C:6]1[CH:7]=[C:8]2[C:14]([C:15]3[CH:20]=[CH:19][N:18]=[C:17]([NH2:21])[N:16]=3)=[CH:13][NH:12][C:9]2=[N:10][CH:11]=1. (7) The product is: [NH2:1][C:2]1[N:6]([C:7]2[CH:16]=[CH:15][C:10]3[NH:11][C:12]([CH3:14])=[N:13][C:9]=3[CH:8]=2)[N:5]=[CH:4][C:3]=1[C:17]([C:19]1[N:20]([S:29]([C:32]2[CH:37]=[CH:36][C:35]([CH3:38])=[CH:34][CH:33]=2)(=[O:31])=[O:30])[C:21]2[C:26]([CH:27]=1)=[CH:25][C:24]([C:44]1[CH:43]=[N:42][C:41]([O:40][CH3:39])=[CH:46][CH:45]=1)=[CH:23][CH:22]=2)=[O:18]. Given the reactants [NH2:1][C:2]1[N:6]([C:7]2[CH:16]=[CH:15][C:10]3[NH:11][C:12]([CH3:14])=[N:13][C:9]=3[CH:8]=2)[N:5]=[CH:4][C:3]=1[C:17]([C:19]1[N:20]([S:29]([C:32]2[CH:37]=[CH:36][C:35]([CH3:38])=[CH:34][CH:33]=2)(=[O:31])=[O:30])[C:21]2[C:26]([CH:27]=1)=[CH:25][C:24](Br)=[CH:23][CH:22]=2)=[O:18].[CH3:39][O:40][C:41]1[CH:46]=[CH:45][C:44](B(O)O)=[CH:43][N:42]=1.C(=O)(O)[O-].[Na+], predict the reaction product.